Task: Predict the reactants needed to synthesize the given product.. Dataset: Retrosynthesis with 50K atom-mapped reactions and 10 reaction types from USPTO Given the product CC(C)(C)n1nc(-c2ccc(Cl)cc2)c2c(NC(=O)C(=O)c3ccccc3)ncnc21, predict the reactants needed to synthesize it. The reactants are: CC(C)(C)n1nc(-c2ccc(Cl)cc2)c2c(N)ncnc21.O=C(O)C(=O)c1ccccc1.